This data is from Reaction yield outcomes from USPTO patents with 853,638 reactions. The task is: Predict the reaction yield, written as a fraction of the theoretical maximum amount of product (1.0 means a 100% yield; for example, 0.34 means a 34% yield). (1) The reactants are [Cl:1][C:2]1[N:7]=[C:6](Cl)[CH:5]=[C:4]([C:9]2[CH:14]=[CH:13][CH:12]=[CH:11][CH:10]=2)[N:3]=1.[NH2:15][C:16]1[CH:20]=[C:19]([CH3:21])[NH:18][N:17]=1.C(N(CC)CC)C.[I-].[Na+]. The catalyst is CN(C=O)C. The product is [Cl:1][C:2]1[N:7]=[C:6]([NH:15][C:16]2[NH:17][N:18]=[C:19]([CH3:21])[CH:20]=2)[CH:5]=[C:4]([C:9]2[CH:14]=[CH:13][CH:12]=[CH:11][CH:10]=2)[N:3]=1. The yield is 0.620. (2) The reactants are C([O:8][C:9]1[C:10](=[O:26])[CH:11]=[C:12]([CH2:15][NH:16][S:17]([C:20]2[CH:25]=[CH:24][CH:23]=[CH:22][CH:21]=2)(=[O:19])=[O:18])[O:13][CH:14]=1)C1C=CC=CC=1.S(=O)(=O)(O)O. The catalyst is C(O)(=O)C. The product is [OH:8][C:9]1[C:10](=[O:26])[CH:11]=[C:12]([CH2:15][NH:16][S:17]([C:20]2[CH:21]=[CH:22][CH:23]=[CH:24][CH:25]=2)(=[O:19])=[O:18])[O:13][CH:14]=1. The yield is 0.855. (3) The yield is 0.0600. The product is [C:24]([O:23][C@@H:18]([C:8]1[C:7]([CH3:28])=[N:6][C:5]2[N:4]([N:3]=[C:2]([C:31]3[CH:36]=[C:35]([C:37]4[CH:42]=[CH:41][CH:40]=[CH:39][CH:38]=4)[CH:34]=[CH:33][N:32]=3)[CH:29]=2)[C:9]=1[N:10]1[CH2:15][CH2:14][C:13]([CH3:17])([CH3:16])[CH2:12][CH2:11]1)[C:19]([OH:21])=[O:20])([CH3:27])([CH3:25])[CH3:26]. The reactants are Br[C:2]1[CH:29]=[C:5]2[N:6]=[C:7]([CH3:28])[C:8]([C@H:18]([O:23][C:24]([CH3:27])([CH3:26])[CH3:25])[C:19]([O:21]C)=[O:20])=[C:9]([N:10]3[CH2:15][CH2:14][C:13]([CH3:17])([CH3:16])[CH2:12][CH2:11]3)[N:4]2[N:3]=1.Br[C:31]1[CH:36]=[C:35]([C:37]2[CH:42]=[CH:41][CH:40]=[CH:39][CH:38]=2)[CH:34]=[CH:33][N:32]=1.C([Sn](CCCC)(CCCC)[Sn](CCCC)(CCCC)CCCC)CCC.O[Li].O. The catalyst is O1CCOCC1.C1C=CC([P]([Pd]([P](C2C=CC=CC=2)(C2C=CC=CC=2)C2C=CC=CC=2)([P](C2C=CC=CC=2)(C2C=CC=CC=2)C2C=CC=CC=2)[P](C2C=CC=CC=2)(C2C=CC=CC=2)C2C=CC=CC=2)(C2C=CC=CC=2)C2C=CC=CC=2)=CC=1.O.CO. (4) The reactants are [NH2:1][C:2]1[N:7]=[CH:6][N:5]=[C:4]([Cl:8])[CH:3]=1.Cl[CH2:10][C:11]([NH:13][C:14]([O:16][CH2:17][CH3:18])=[O:15])=O. No catalyst specified. The product is [CH2:17]([O:16][C:14](=[O:15])[NH:13][C:11]1[N:1]=[C:2]2[CH:3]=[C:4]([Cl:8])[N:5]=[CH:6][N:7]2[CH:10]=1)[CH3:18]. The yield is 0.0900.